This data is from Reaction yield outcomes from USPTO patents with 853,638 reactions. The task is: Predict the reaction yield, written as a fraction of the theoretical maximum amount of product (1.0 means a 100% yield; for example, 0.34 means a 34% yield). The product is [O:18]1[CH:22]=[CH:21][CH:20]=[C:19]1[CH2:23][NH:6][C@@H:5]([C@@H:7]([CH3:8])[CH2:9][CH3:10])[C:4]([O:3][CH3:2])=[O:11]. The yield is 0.710. The reactants are Cl.[CH3:2][O:3][C:4](=[O:11])[C@H:5]([C@H:7]([CH2:9][CH3:10])[CH3:8])[NH2:6].[O-]S([O-])(=O)=O.[Mg+2].[O:18]1[CH:22]=[CH:21][CH:20]=[C:19]1[CH:23]=O.CCN(CC)CC.[BH4-].[Na+]. The catalyst is CO.C1COCC1.